From a dataset of Forward reaction prediction with 1.9M reactions from USPTO patents (1976-2016). Predict the product of the given reaction. (1) Given the reactants C([N:8](CC1C=CC=CC=1)[C:9]1[CH:14]=[CH:13][C:12]([C:15]2[CH:24]=[C:23]3[C:18]([CH:19]=[CH:20][CH:21]=[N:22]3)=[C:17]([N:25]3[CH2:30][CH2:29][O:28][CH2:27][CH2:26]3)[N:16]=2)=[CH:11][CH:10]=1)C1C=CC=CC=1.C1CC=CCC=1, predict the reaction product. The product is: [N:25]1([C:17]2[N:16]=[C:15]([C:12]3[CH:13]=[CH:14][C:9]([NH2:8])=[CH:10][CH:11]=3)[CH:24]=[C:23]3[C:18]=2[CH:19]=[CH:20][CH:21]=[N:22]3)[CH2:30][CH2:29][O:28][CH2:27][CH2:26]1. (2) Given the reactants [C:1]([O:5][C:6]([NH:8][CH2:9][C@H:10]([O:13][CH2:14][C:15]1[CH:20]=[CH:19][C:18]([O:21][CH3:22])=[C:17]([O:23][CH3:24])[CH:16]=1)[CH2:11][OH:12])=[O:7])([CH3:4])([CH3:3])[CH3:2].[CH3:25][S:26][C:27]1[CH:51]=[CH:50][C:30]([C:31]([NH:33][C:34]2[C:35]([C:40]([NH:42][C:43]3[CH:48]=[CH:47][C:46]([Cl:49])=[CH:45][N:44]=3)=[O:41])=[N:36][CH:37]=[CH:38][CH:39]=2)=[O:32])=[C:29](O)[CH:28]=1, predict the reaction product. The product is: [Cl:49][C:46]1[CH:47]=[CH:48][C:43]([NH:42][C:40]([C:35]2[C:34]([NH:33][C:31](=[O:32])[C:30]3[CH:29]=[CH:28][C:27]([S:26][CH3:25])=[CH:51][C:50]=3[O:12][CH2:11][C@@H:10]([O:13][CH2:14][C:15]3[CH:20]=[CH:19][C:18]([O:21][CH3:22])=[C:17]([O:23][CH3:24])[CH:16]=3)[CH2:9][NH:8][C:6]([O:5][C:1]([CH3:4])([CH3:3])[CH3:2])=[O:7])=[CH:39][CH:38]=[CH:37][N:36]=2)=[O:41])=[N:44][CH:45]=1.